This data is from Full USPTO retrosynthesis dataset with 1.9M reactions from patents (1976-2016). The task is: Predict the reactants needed to synthesize the given product. (1) Given the product [CH3:43][C:42]([CH3:45])([CH3:44])[CH2:41][CH2:40][N:37]1[CH2:36][CH2:35][N:34]([CH2:33][CH2:32][CH2:31][O:30][C:27]2[CH:28]=[CH:29][C:24]([C:22]([N:14]3[CH2:13][CH2:12][C:11]4[N:10]=[C:9]([CH3:47])[NH:8][C:17]=4[C:16]4[CH:18]=[CH:19][CH:20]=[CH:21][C:15]3=4)=[O:23])=[CH:25][C:26]=2[F:46])[CH2:39][CH2:38]1, predict the reactants needed to synthesize it. The reactants are: C([N:8]1[C:17]2[C:16]3[CH:18]=[CH:19][CH:20]=[CH:21][C:15]=3[N:14]([C:22]([C:24]3[CH:29]=[CH:28][C:27]([O:30][CH2:31][CH2:32][CH2:33][N:34]4[CH2:39][CH2:38][N:37]([CH2:40][CH2:41][C:42]([CH3:45])([CH3:44])[CH3:43])[CH2:36][CH2:35]4)=[C:26]([F:46])[CH:25]=3)=[O:23])[CH2:13][CH2:12][C:11]=2[N:10]=[C:9]1[CH3:47])C1C=CC=CC=1.C(O)(=O)C. (2) Given the product [CH3:17][O:18][C:19]1[CH:24]=[C:23]([C:14]2[CH:13]=[N:12][C:11]3=[C:7]([N:4]4[CH2:5][CH2:6][O:1][CH2:2][CH2:3]4)[S:8][N:9]=[C:10]3[CH:15]=2)[CH:22]=[CH:21][CH:20]=1, predict the reactants needed to synthesize it. The reactants are: [O:1]1[CH2:6][CH2:5][N:4]([C:7]2[S:8][N:9]=[C:10]3[CH:15]=[C:14](Br)[CH:13]=[N:12][C:11]=23)[CH2:3][CH2:2]1.[CH3:17][O:18][C:19]1[CH:20]=[C:21](B(O)O)[CH:22]=[CH:23][CH:24]=1. (3) Given the product [C:33]([O:35][C:5]1([N:10]=[O:11])[CH2:6][C:7]([CH3:9])([CH3:8])[N:2]([CH3:1])[C:3]([CH3:13])([CH3:12])[CH2:4]1)(=[O:34])[C:32]([CH3:37])([CH3:36])[CH3:31], predict the reactants needed to synthesize it. The reactants are: [CH3:1][N:2]1[C:7]([CH3:9])([CH3:8])[CH2:6][C:5](=[N:10][OH:11])[CH2:4][C:3]1([CH3:13])[CH3:12].C([O-])(=O)C.C([O-])(=O)C.C([O-])(=O)C.C([O-])(=O)C.[Pb+4].[CH3:31][C:32]([CH3:37])([CH3:36])[C:33]([OH:35])=[O:34]. (4) Given the product [CH3:1][C@H:2]1[CH2:6][CH2:5][CH2:4][N:3]1[C@H:7]1[CH2:11][CH2:10][N:9]([C:12]2[CH:13]=[CH:14][C:15]([NH2:18])=[CH:16][CH:17]=2)[CH2:8]1, predict the reactants needed to synthesize it. The reactants are: [CH3:1][C@H:2]1[CH2:6][CH2:5][CH2:4][N:3]1[C@H:7]1[CH2:11][CH2:10][N:9]([C:12]2[CH:17]=[CH:16][C:15]([N+:18]([O-])=O)=[CH:14][CH:13]=2)[CH2:8]1. (5) Given the product [CH3:26][N:2]([CH3:1])[C:3]1[CH:4]=[C:5]([CH:9]=[C:10](/[CH:12]=[CH:13]/[C:14]2[CH:15]=[C:16]([CH3:25])[C:17]([O:21][CH2:22][O:23][CH3:24])=[C:18]([CH3:20])[CH:19]=2)[CH:11]=1)[C:6]([O:8][C:46]1[CH:47]=[CH:48][C:43]([F:42])=[CH:44][CH:45]=1)=[O:7], predict the reactants needed to synthesize it. The reactants are: [CH3:1][N:2]([CH3:26])[C:3]1[CH:4]=[C:5]([CH:9]=[C:10](/[CH:12]=[CH:13]/[C:14]2[CH:19]=[C:18]([CH3:20])[C:17]([O:21][CH2:22][O:23][CH3:24])=[C:16]([CH3:25])[CH:15]=2)[CH:11]=1)[C:6]([OH:8])=[O:7].C1CCC(N=C=NC2CCCCC2)CC1.[F:42][C:43]1[CH:48]=[CH:47][C:46](O)=[CH:45][CH:44]=1. (6) Given the product [F:13][C:14]([F:25])([F:24])[C:15]1[CH:20]=[C:19]([C:5]2[N:12]=[CH:11][CH:10]=[CH:9][C:6]=2[CH:7]=[O:8])[CH:18]=[CH:17][CH:16]=1, predict the reactants needed to synthesize it. The reactants are: B(O)O.Br[C:5]1[N:12]=[CH:11][CH:10]=[CH:9][C:6]=1[CH:7]=[O:8].[F:13][C:14]([F:25])([F:24])[C:15]1[CH:16]=[C:17](B(O)O)[CH:18]=[CH:19][CH:20]=1.